Dataset: NCI-60 drug combinations with 297,098 pairs across 59 cell lines. Task: Regression. Given two drug SMILES strings and cell line genomic features, predict the synergy score measuring deviation from expected non-interaction effect. (1) Drug 1: C1=C(C(=O)NC(=O)N1)F. Drug 2: CC12CCC3C(C1CCC2O)C(CC4=C3C=CC(=C4)O)CCCCCCCCCS(=O)CCCC(C(F)(F)F)(F)F. Cell line: SK-MEL-5. Synergy scores: CSS=36.2, Synergy_ZIP=-9.08, Synergy_Bliss=-20.6, Synergy_Loewe=-20.3, Synergy_HSA=-19.8. (2) Drug 1: CC(C1=C(C=CC(=C1Cl)F)Cl)OC2=C(N=CC(=C2)C3=CN(N=C3)C4CCNCC4)N. Drug 2: C(=O)(N)NO. Cell line: SK-OV-3. Synergy scores: CSS=-0.922, Synergy_ZIP=-0.259, Synergy_Bliss=0.162, Synergy_Loewe=-2.09, Synergy_HSA=-0.756. (3) Drug 1: C1CC(C1)(C(=O)O)C(=O)O.[NH2-].[NH2-].[Pt+2]. Drug 2: C1CC(=O)NC(=O)C1N2C(=O)C3=CC=CC=C3C2=O. Cell line: NCI-H522. Synergy scores: CSS=9.83, Synergy_ZIP=2.39, Synergy_Bliss=6.23, Synergy_Loewe=0.213, Synergy_HSA=1.94. (4) Drug 1: CC1=CC2C(CCC3(C2CCC3(C(=O)C)OC(=O)C)C)C4(C1=CC(=O)CC4)C. Drug 2: CS(=O)(=O)CCNCC1=CC=C(O1)C2=CC3=C(C=C2)N=CN=C3NC4=CC(=C(C=C4)OCC5=CC(=CC=C5)F)Cl. Cell line: OVCAR-8. Synergy scores: CSS=9.22, Synergy_ZIP=0.852, Synergy_Bliss=5.04, Synergy_Loewe=-1.66, Synergy_HSA=3.15. (5) Drug 1: C1=C(C(=O)NC(=O)N1)N(CCCl)CCCl. Drug 2: C1C(C(OC1N2C=C(C(=O)NC2=O)F)CO)O. Cell line: HOP-92. Synergy scores: CSS=37.9, Synergy_ZIP=-11.6, Synergy_Bliss=-6.02, Synergy_Loewe=0.243, Synergy_HSA=1.47. (6) Drug 1: C1=CC=C(C=C1)NC(=O)CCCCCCC(=O)NO. Drug 2: CC12CCC3C(C1CCC2O)C(CC4=C3C=CC(=C4)O)CCCCCCCCCS(=O)CCCC(C(F)(F)F)(F)F. Cell line: OVCAR-8. Synergy scores: CSS=-2.14, Synergy_ZIP=2.83, Synergy_Bliss=1.40, Synergy_Loewe=-0.705, Synergy_HSA=-1.50.